From a dataset of NCI-60 drug combinations with 297,098 pairs across 59 cell lines. Regression. Given two drug SMILES strings and cell line genomic features, predict the synergy score measuring deviation from expected non-interaction effect. Drug 1: C1=NC2=C(N=C(N=C2N1C3C(C(C(O3)CO)O)O)F)N. Drug 2: C1=CC=C(C=C1)NC(=O)CCCCCCC(=O)NO. Cell line: MCF7. Synergy scores: CSS=9.65, Synergy_ZIP=-7.80, Synergy_Bliss=-1.58, Synergy_Loewe=-20.7, Synergy_HSA=-2.06.